Dataset: NCI-60 drug combinations with 297,098 pairs across 59 cell lines. Task: Regression. Given two drug SMILES strings and cell line genomic features, predict the synergy score measuring deviation from expected non-interaction effect. (1) Drug 1: CN(C(=O)NC(C=O)C(C(C(CO)O)O)O)N=O. Drug 2: CC(C)NC(=O)C1=CC=C(C=C1)CNNC.Cl. Cell line: ACHN. Synergy scores: CSS=1.23, Synergy_ZIP=-0.965, Synergy_Bliss=0.618, Synergy_Loewe=0.0390, Synergy_HSA=-0.0376. (2) Drug 1: CN1CCC(CC1)COC2=C(C=C3C(=C2)N=CN=C3NC4=C(C=C(C=C4)Br)F)OC. Drug 2: B(C(CC(C)C)NC(=O)C(CC1=CC=CC=C1)NC(=O)C2=NC=CN=C2)(O)O. Cell line: MALME-3M. Synergy scores: CSS=11.5, Synergy_ZIP=-2.75, Synergy_Bliss=4.14, Synergy_Loewe=-2.44, Synergy_HSA=3.68. (3) Drug 1: CN(C)N=NC1=C(NC=N1)C(=O)N. Drug 2: CC1=C(C(CCC1)(C)C)C=CC(=CC=CC(=CC(=O)O)C)C. Cell line: NCI/ADR-RES. Synergy scores: CSS=2.71, Synergy_ZIP=-0.868, Synergy_Bliss=0.939, Synergy_Loewe=-0.762, Synergy_HSA=-0.577. (4) Drug 1: CCN(CC)CCCC(C)NC1=C2C=C(C=CC2=NC3=C1C=CC(=C3)Cl)OC. Drug 2: CN(C(=O)NC(C=O)C(C(C(CO)O)O)O)N=O. Cell line: M14. Synergy scores: CSS=-1.23, Synergy_ZIP=6.71, Synergy_Bliss=9.90, Synergy_Loewe=-12.8, Synergy_HSA=-1.19. (5) Drug 1: CC1=C(N=C(N=C1N)C(CC(=O)N)NCC(C(=O)N)N)C(=O)NC(C(C2=CN=CN2)OC3C(C(C(C(O3)CO)O)O)OC4C(C(C(C(O4)CO)O)OC(=O)N)O)C(=O)NC(C)C(C(C)C(=O)NC(C(C)O)C(=O)NCCC5=NC(=CS5)C6=NC(=CS6)C(=O)NCCC[S+](C)C)O. Drug 2: CC1C(C(CC(O1)OC2CC(CC3=C2C(=C4C(=C3O)C(=O)C5=C(C4=O)C(=CC=C5)OC)O)(C(=O)CO)O)N)O.Cl. Cell line: CCRF-CEM. Synergy scores: CSS=38.1, Synergy_ZIP=-7.32, Synergy_Bliss=-10.1, Synergy_Loewe=-6.72, Synergy_HSA=-5.33.